From a dataset of Catalyst prediction with 721,799 reactions and 888 catalyst types from USPTO. Predict which catalyst facilitates the given reaction. (1) Reactant: [NH:1]1[CH:5]=[C:4]([C:6]2[C:7]([NH2:13])=[N:8][C:9]([NH2:12])=[CH:10][CH:11]=2)[CH:3]=[N:2]1.[H-].[Na+].Cl[CH2:17][C:18]1[CH:31]=[CH:30][C:21]([CH2:22][O:23][C:24]2[CH:29]=[CH:28][CH:27]=[CH:26][N:25]=2)=[CH:20][CH:19]=1. Product: [N:25]1[CH:26]=[CH:27][CH:28]=[CH:29][C:24]=1[O:23][CH2:22][C:21]1[CH:20]=[CH:19][C:18]([CH2:17][N:1]2[CH:5]=[C:4]([C:6]3[C:7]([NH2:13])=[N:8][C:9]([NH2:12])=[CH:10][CH:11]=3)[CH:3]=[N:2]2)=[CH:31][CH:30]=1. The catalyst class is: 9. (2) Reactant: [F:1][C:2]1[CH:7]=[CH:6][CH:5]=[CH:4][C:3]=1[N:8]1[C:12]([OH:13])=[CH:11][C:10]([C:14]([O:16][CH3:17])=[O:15])=[N:9]1.C(=O)([O-])[O-].[Cs+].[Cs+].Br[CH2:25][CH:26]1[CH2:28][CH2:27]1. Product: [CH3:17][O:16][C:14]([C:10]1[CH:11]=[C:12]([O:13][CH2:25][CH:26]2[CH2:28][CH2:27]2)[N:8]([C:3]2[CH:4]=[CH:5][CH:6]=[CH:7][C:2]=2[F:1])[N:9]=1)=[O:15]. The catalyst class is: 1. (3) Reactant: Br[C:2]1[CH:7]=[CH:6][C:5]([CH:8]2[N:12]([C:13]3[CH:18]=[CH:17][CH:16]=[CH:15][C:14]=3[Cl:19])[N:11]=[C:10]([C:20]([F:26])([F:25])[C:21]([F:24])([F:23])[F:22])[CH2:9]2)=[CH:4][CH:3]=1.[C:27]([O:31][C:32]([N:34]1[CH2:39][CH:38]=[C:37](B2OC(C)(C)C(C)(C)O2)[CH2:36][CH2:35]1)=[O:33])([CH3:30])([CH3:29])[CH3:28].C(=O)([O-])[O-].[K+].[K+]. Product: [Cl:19][C:14]1[CH:15]=[CH:16][CH:17]=[CH:18][C:13]=1[N:12]1[CH:8]([C:5]2[CH:6]=[CH:7][C:2]([C:37]3[CH2:38][CH2:39][N:34]([C:32]([O:31][C:27]([CH3:30])([CH3:29])[CH3:28])=[O:33])[CH2:35][CH:36]=3)=[CH:3][CH:4]=2)[CH2:9][C:10]([C:20]([F:26])([F:25])[C:21]([F:24])([F:22])[F:23])=[N:11]1. The catalyst class is: 294.